Task: Predict which catalyst facilitates the given reaction.. Dataset: Catalyst prediction with 721,799 reactions and 888 catalyst types from USPTO The catalyst class is: 3. Reactant: [F:1][C:2]1[CH:3]=[C:4]([CH:34]=[CH:35][C:36]=1[F:37])[CH2:5][C:6]1([C:29]([O:31]CC)=O)[CH2:11][CH2:10][CH2:9][N:8]2[C:12]([C:15]3[CH:20]=[CH:19][C:18]([C:21]4[O:25][C:24]([CH3:26])=[N:23][CH:22]=4)=[C:17]([O:27][CH3:28])[CH:16]=3)=[N:13][N:14]=[C:7]12.C([NH2:40])=O.C[O-].[Na+].[Cl-].[NH4+]. Product: [F:1][C:2]1[CH:3]=[C:4]([CH:34]=[CH:35][C:36]=1[F:37])[CH2:5][C:6]1([C:29]([NH2:40])=[O:31])[CH2:11][CH2:10][CH2:9][N:8]2[C:12]([C:15]3[CH:20]=[CH:19][C:18]([C:21]4[O:25][C:24]([CH3:26])=[N:23][CH:22]=4)=[C:17]([O:27][CH3:28])[CH:16]=3)=[N:13][N:14]=[C:7]12.